Dataset: NCI-60 drug combinations with 297,098 pairs across 59 cell lines. Task: Regression. Given two drug SMILES strings and cell line genomic features, predict the synergy score measuring deviation from expected non-interaction effect. (1) Synergy scores: CSS=-0.0475, Synergy_ZIP=1.81, Synergy_Bliss=2.92, Synergy_Loewe=-0.631, Synergy_HSA=-1.08. Drug 1: CNC(=O)C1=CC=CC=C1SC2=CC3=C(C=C2)C(=NN3)C=CC4=CC=CC=N4. Drug 2: C1=CC=C(C(=C1)C(C2=CC=C(C=C2)Cl)C(Cl)Cl)Cl. Cell line: M14. (2) Drug 1: CN(C)N=NC1=C(NC=N1)C(=O)N. Drug 2: C1=CC=C(C=C1)NC(=O)CCCCCCC(=O)NO. Cell line: SK-MEL-5. Synergy scores: CSS=30.5, Synergy_ZIP=-9.06, Synergy_Bliss=0.396, Synergy_Loewe=-22.8, Synergy_HSA=-1.16. (3) Drug 1: CN1CCC(CC1)COC2=C(C=C3C(=C2)N=CN=C3NC4=C(C=C(C=C4)Br)F)OC. Drug 2: C1C(C(OC1N2C=NC3=C(N=C(N=C32)Cl)N)CO)O. Cell line: BT-549. Synergy scores: CSS=17.7, Synergy_ZIP=2.24, Synergy_Bliss=5.46, Synergy_Loewe=-16.3, Synergy_HSA=3.48. (4) Drug 1: CC1=C(C(CCC1)(C)C)C=CC(=CC=CC(=CC(=O)O)C)C. Drug 2: C1=CC=C(C(=C1)C(C2=CC=C(C=C2)Cl)C(Cl)Cl)Cl. Cell line: NCIH23. Synergy scores: CSS=-0.853, Synergy_ZIP=2.38, Synergy_Bliss=6.46, Synergy_Loewe=2.46, Synergy_HSA=2.14.